Dataset: Full USPTO retrosynthesis dataset with 1.9M reactions from patents (1976-2016). Task: Predict the reactants needed to synthesize the given product. The reactants are: C(CC1C=CC(C[CH2:10][CH2:11][NH:12][C:13]2[CH:18]=[C:17]([O:19][CH3:20])[C:16]([O:21][CH3:22])=[CH:15][C:14]=2[C@@H:23]2[CH2:32][CH2:31][C:30]3[CH:29]=[C:28]([O:33]C(=O)C(C)(C)C)[CH:27]=[CH:26][C:25]=3[CH2:24]2)=CC=1)(O)=O.[NH:42]1[CH2:47][CH2:46][CH2:45][CH2:44][CH2:43]1. Given the product [CH2:11]([N:12]([CH2:29][C:30]1[CH:31]=[CH:32][C:23]([CH2:14][CH2:13][N:42]2[CH2:47][CH2:46][CH2:45][CH2:44][CH2:43]2)=[CH:24][CH:25]=1)[C:13]1[CH:18]=[C:17]([O:19][CH3:20])[C:16]([O:21][CH3:22])=[CH:15][C:14]=1[C@@H:23]1[CH2:32][CH2:31][C:30]2[CH:29]=[C:28]([OH:33])[CH:27]=[CH:26][C:25]=2[CH2:24]1)[CH3:10], predict the reactants needed to synthesize it.